Dataset: NCI-60 drug combinations with 297,098 pairs across 59 cell lines. Task: Regression. Given two drug SMILES strings and cell line genomic features, predict the synergy score measuring deviation from expected non-interaction effect. (1) Drug 1: CCCCCOC(=O)NC1=NC(=O)N(C=C1F)C2C(C(C(O2)C)O)O. Drug 2: N.N.Cl[Pt+2]Cl. Cell line: A498. Synergy scores: CSS=17.7, Synergy_ZIP=-9.60, Synergy_Bliss=-2.09, Synergy_Loewe=-11.3, Synergy_HSA=-1.72. (2) Drug 1: CC12CCC(CC1=CCC3C2CCC4(C3CC=C4C5=CN=CC=C5)C)O. Drug 2: C1=CC(=CC=C1C#N)C(C2=CC=C(C=C2)C#N)N3C=NC=N3. Cell line: MCF7. Synergy scores: CSS=12.5, Synergy_ZIP=-3.40, Synergy_Bliss=4.15, Synergy_Loewe=-3.66, Synergy_HSA=3.18.